This data is from NCI-60 drug combinations with 297,098 pairs across 59 cell lines. The task is: Regression. Given two drug SMILES strings and cell line genomic features, predict the synergy score measuring deviation from expected non-interaction effect. Drug 1: CN1CCC(CC1)COC2=C(C=C3C(=C2)N=CN=C3NC4=C(C=C(C=C4)Br)F)OC. Drug 2: C1CCC(C(C1)N)N.C(=O)(C(=O)[O-])[O-].[Pt+4]. Cell line: OVCAR3. Synergy scores: CSS=21.6, Synergy_ZIP=0.146, Synergy_Bliss=3.14, Synergy_Loewe=3.33, Synergy_HSA=4.84.